Dataset: Forward reaction prediction with 1.9M reactions from USPTO patents (1976-2016). Task: Predict the product of the given reaction. Given the reactants [CH3:1][O:2][C:3]1[C:8]([O:9][CH3:10])=[CH:7][CH:6]=[CH:5][C:4]=1[CH2:11][CH2:12][NH:13][C:14](=O)[CH3:15].O=P12OP3(OP(OP(O3)(O1)=O)(=O)O2)=O, predict the reaction product. The product is: [CH3:1][O:2][C:3]1[C:8]([O:9][CH3:10])=[CH:7][CH:6]=[C:5]2[C:4]=1[CH2:11][CH2:12][N:13]=[C:14]2[CH3:15].